Dataset: NCI-60 drug combinations with 297,098 pairs across 59 cell lines. Task: Regression. Given two drug SMILES strings and cell line genomic features, predict the synergy score measuring deviation from expected non-interaction effect. Drug 1: CC1=C2C(C(=O)C3(C(CC4C(C3C(C(C2(C)C)(CC1OC(=O)C(C(C5=CC=CC=C5)NC(=O)OC(C)(C)C)O)O)OC(=O)C6=CC=CC=C6)(CO4)OC(=O)C)OC)C)OC. Drug 2: CC1=C(C(=O)C2=C(C1=O)N3CC4C(C3(C2COC(=O)N)OC)N4)N. Cell line: NCIH23. Synergy scores: CSS=47.4, Synergy_ZIP=-12.0, Synergy_Bliss=-11.5, Synergy_Loewe=-9.54, Synergy_HSA=-6.02.